From a dataset of Full USPTO retrosynthesis dataset with 1.9M reactions from patents (1976-2016). Predict the reactants needed to synthesize the given product. (1) The reactants are: [NH2:1][CH2:2][C@@H:3]1[C@@H:11]([C@@:12]2([CH3:21])[CH2:17][CH2:16][C@H:15]([OH:18])[CH2:14][C@@H:13]2[CH2:19][OH:20])[CH2:10][CH2:9][C@@:8]2([CH3:22])[C@H:4]1[CH2:5][CH2:6][C:7]2=[CH2:23].C1CN([P+](ON2N=NC3C=CC=CC2=3)(N2CCCC2)N2CCCC2)CC1.F[P-](F)(F)(F)(F)F.[CH3:57][C:58]1[CH:59]=[CH:60][C:61]([C:64](O)=[O:65])=[CH:62][CH:63]=1.CCN(C(C)C)C(C)C. Given the product [OH:18][C@H:15]1[CH2:16][CH2:17][C@@:12]([C@H:11]2[CH2:10][CH2:9][C@@:8]3([CH3:22])[C@@H:4]([CH2:5][CH2:6][C:7]3=[CH2:23])[C@@H:3]2[CH2:2][NH:1][C:64](=[O:65])[C:61]2[CH:62]=[CH:63][C:58]([CH3:57])=[CH:59][CH:60]=2)([CH3:21])[C@@H:13]([CH2:19][OH:20])[CH2:14]1, predict the reactants needed to synthesize it. (2) The reactants are: [Cl:1][C:2]1[CH:3]=[CH:4][C:5]([NH:8][C:9](=[O:29])[C:10]2[CH:15]=[CH:14][CH:13]=[CH:12][C:11]=2[NH:16][C:17]([N:19]2[CH2:28][CH2:27][C:22]3(OCC[O:23]3)[CH2:21][CH2:20]2)=[O:18])=[N:6][CH:7]=1.Cl.CCOC(C)=O. Given the product [Cl:1][C:2]1[CH:3]=[CH:4][C:5]([NH:8][C:9](=[O:29])[C:10]2[CH:15]=[CH:14][CH:13]=[CH:12][C:11]=2[NH:16][C:17]([N:19]2[CH2:20][CH2:21][C:22](=[O:23])[CH2:27][CH2:28]2)=[O:18])=[N:6][CH:7]=1, predict the reactants needed to synthesize it. (3) Given the product [Br:1][C:2]1[C:3]2[CH:4]=[C:12]([C:13]([C:15]3[CH:20]=[CH:19][C:18]([F:21])=[C:17]([Cl:22])[CH:16]=3)=[O:14])[O:10][C:6]=2[CH:7]=[CH:8][CH:9]=1, predict the reactants needed to synthesize it. The reactants are: [Br:1][C:2]1[CH:9]=[CH:8][CH:7]=[C:6]([OH:10])[C:3]=1[CH:4]=O.Br[CH2:12][C:13]([C:15]1[CH:20]=[CH:19][C:18]([F:21])=[C:17]([Cl:22])[CH:16]=1)=[O:14]. (4) Given the product [CH3:9][NH:8][C:6]1[N:7]=[C:2]([NH:39][C:40]2[CH:45]=[CH:44][N:43]=[CH:42][CH:41]=2)[N:3]=[C:4]([N:10]2[CH2:11][CH2:12][CH:13]([C:16]([NH:18][CH2:19][C:20]3[CH:25]=[CH:24][CH:23]=[CH:22][C:21]=3[C:26]([F:29])([F:27])[F:28])=[O:17])[CH2:14][CH2:15]2)[N:5]=1, predict the reactants needed to synthesize it. The reactants are: Cl[C:2]1[N:7]=[C:6]([NH:8][CH3:9])[N:5]=[C:4]([N:10]2[CH2:15][CH2:14][CH:13]([C:16]([NH:18][CH2:19][C:20]3[CH:25]=[CH:24][CH:23]=[CH:22][C:21]=3[C:26]([F:29])([F:28])[F:27])=[O:17])[CH2:12][CH2:11]2)[N:3]=1.C(N(C(C)C)CC)(C)C.[NH2:39][C:40]1[CH:45]=[CH:44][N:43]=[CH:42][CH:41]=1. (5) Given the product [I-:16].[C:1]([O:5][C:6]([N:8]1[CH2:13][CH2:12][CH:11]([CH2:14][CH2:15][P+:23]([C:24]2[CH:25]=[CH:26][CH:27]=[CH:28][CH:29]=2)([C:30]2[CH:35]=[CH:34][CH:33]=[CH:32][CH:31]=2)[C:20]2[CH:19]=[CH:18][CH:17]=[CH:22][CH:21]=2)[CH2:10][CH2:9]1)=[O:7])([CH3:4])([CH3:3])[CH3:2], predict the reactants needed to synthesize it. The reactants are: [C:1]([O:5][C:6]([N:8]1[CH2:13][CH2:12][CH:11]([CH2:14][CH2:15][I:16])[CH2:10][CH2:9]1)=[O:7])([CH3:4])([CH3:3])[CH3:2].[CH:17]1[CH:22]=[CH:21][C:20]([P:23]([C:30]2[CH:35]=[CH:34][CH:33]=[CH:32][CH:31]=2)[C:24]2[CH:29]=[CH:28][CH:27]=[CH:26][CH:25]=2)=[CH:19][CH:18]=1. (6) Given the product [Br:5][C:6]1[C:11](=[O:12])[N:10]([CH3:13])[C:9]2[N:14]([CH:24]([CH3:26])[CH3:25])[N:15]=[CH:16][C:8]=2[CH:7]=1, predict the reactants needed to synthesize it. The reactants are: C(O)(=O)C.[Br:5][C:6]1[C:11](=[O:12])[N:10]([CH3:13])[C:9]2[NH:14][N:15]=[CH:16][C:8]=2[CH:7]=1.C(=O)([O-])[O-].[K+].[K+].I[CH:24]([CH3:26])[CH3:25].O. (7) Given the product [F:28][C:27]([F:29])([F:30])[S:24]([O:23][C:20]1[CH:21]=[CH:22][C:16]2[O:15][CH2:14][CH:13]([CH2:12][NH:33][CH2:31][CH3:32])[O:18][C:17]=2[CH:19]=1)(=[O:25])=[O:26], predict the reactants needed to synthesize it. The reactants are: CC1C=CC(S(O[CH2:12][CH:13]2[O:18][C:17]3[CH:19]=[C:20]([O:23][S:24]([C:27]([F:30])([F:29])[F:28])(=[O:26])=[O:25])[CH:21]=[CH:22][C:16]=3[O:15][CH2:14]2)(=O)=O)=CC=1.[CH2:31]([NH2:33])[CH3:32]. (8) The reactants are: [NH:1]1[CH2:6][CH2:5][CH:4]([NH:7][C:8](=[O:14])[O:9][C:10]([CH3:13])([CH3:12])[CH3:11])[CH2:3][CH2:2]1.[CH:15]([N:18]([C:20]1[CH:27]=[CH:26][CH:25]=[CH:24][C:21]=1[CH:22]=O)[CH3:19])([CH3:17])[CH3:16].[BH-](OC(C)=O)(OC(C)=O)OC(C)=O.[Na+].CC(O)=O. Given the product [CH:15]([N:18]([C:20]1[CH:27]=[CH:26][CH:25]=[CH:24][C:21]=1[CH2:22][N:1]1[CH2:2][CH2:3][CH:4]([NH:7][C:8](=[O:14])[O:9][C:10]([CH3:11])([CH3:13])[CH3:12])[CH2:5][CH2:6]1)[CH3:19])([CH3:17])[CH3:16], predict the reactants needed to synthesize it. (9) Given the product [Cl:14][C:5]1[N:4]=[CH:3][CH:2]=[CH:10][C:6]=1[C:7]([OH:9])=[O:8], predict the reactants needed to synthesize it. The reactants are: Br[C:2]1[CH:3]=[N:4][C:5](O)=[C:6]([CH:10]=1)[C:7]([OH:9])=[O:8].S(Cl)([Cl:14])=O. (10) Given the product [Cl:1][C:2]1[CH:3]=[N:4][N:5]([CH2:15][CH3:16])[C:6]=1[C:7]1[CH:8]=[C:9]([C:12]([NH:17][C@@H:18]([CH2:31][C:32]2[CH:37]=[CH:36][CH:35]=[CH:34][C:33]=2[C:38]([F:41])([F:39])[F:40])[CH2:19][N:20]2[C:28](=[O:29])[C:27]3[C:22](=[CH:23][CH:24]=[CH:25][CH:26]=3)[C:21]2=[O:30])=[O:14])[S:10][CH:11]=1, predict the reactants needed to synthesize it. The reactants are: [Cl:1][C:2]1[CH:3]=[N:4][N:5]([CH2:15][CH3:16])[C:6]=1[C:7]1[CH:8]=[C:9]([C:12]([OH:14])=O)[S:10][CH:11]=1.[NH2:17][C@@H:18]([CH2:31][C:32]1[CH:37]=[CH:36][CH:35]=[CH:34][C:33]=1[C:38]([F:41])([F:40])[F:39])[CH2:19][N:20]1[C:28](=[O:29])[C:27]2[C:22](=[CH:23][CH:24]=[CH:25][CH:26]=2)[C:21]1=[O:30].CCN(C(C)C)C(C)C.C1CN([P+](Br)(N2CCCC2)N2CCCC2)CC1.F[P-](F)(F)(F)(F)F.